Dataset: Retrosynthesis with 50K atom-mapped reactions and 10 reaction types from USPTO. Task: Predict the reactants needed to synthesize the given product. (1) The reactants are: CCOC(=O)/C=C/c1sc2cc(Br)ccc2c1C. Given the product CCOC(=O)CCc1sc2cc(Br)ccc2c1C, predict the reactants needed to synthesize it. (2) Given the product c1ccc(Cn2c3ccccc3c3c(OCCNCc4ccccn4)cccc32)cc1, predict the reactants needed to synthesize it. The reactants are: BrCCOc1cccc2c1c1ccccc1n2Cc1ccccc1.NCc1ccccn1. (3) Given the product CN(CCN1CCC(C(O)(c2ccc(F)cc2)c2ccc(F)cc2)CC1)C(c1ccccc1)(c1ccccc1)c1ccccc1, predict the reactants needed to synthesize it. The reactants are: CN(CCBr)C(c1ccccc1)(c1ccccc1)c1ccccc1.OC(c1ccc(F)cc1)(c1ccc(F)cc1)C1CCNCC1. (4) Given the product CC(=O)c1cc(C)c(Br)cc1O, predict the reactants needed to synthesize it. The reactants are: CC(=O)Cl.Cc1ccc(O)cc1Br. (5) Given the product O=C(NCC1C(=O)Nc2ccccc21)c1ccc(-c2cc(F)cc(F)c2)nc1, predict the reactants needed to synthesize it. The reactants are: NCC1C(=O)Nc2ccccc21.O=C(O)c1ccc(-c2cc(F)cc(F)c2)nc1. (6) The reactants are: COC(=O)C1CCn2c(C(=O)c3ccc(F)cc3)ccc21. Given the product O=C(c1ccc(F)cc1)c1ccc2n1CCC2C(=O)O, predict the reactants needed to synthesize it. (7) Given the product Cc1cc2c(c(C)c1NC(=O)c1ccccc1-c1ccc(C(F)(F)F)cc1)CCN2C(=O)Cc1ccccn1, predict the reactants needed to synthesize it. The reactants are: Cc1cc2c(c(C)c1N)CCN2C(=O)Cc1ccccn1.O=C(Cl)c1ccccc1-c1ccc(C(F)(F)F)cc1.